From a dataset of Full USPTO retrosynthesis dataset with 1.9M reactions from patents (1976-2016). Predict the reactants needed to synthesize the given product. (1) Given the product [C:1]([C:3]1[CH:8]=[CH:7][C:6]([N:9]([CH2:16][C:17]([F:18])([F:19])[F:20])[CH:10]([CH2:14][CH3:15])[C:11]([NH2:25])=[O:13])=[CH:5][C:4]=1[C:17]([F:20])([F:19])[F:18])#[N:2], predict the reactants needed to synthesize it. The reactants are: [C:1]([C:3]1[CH:8]=[CH:7][C:6]([N:9]([CH2:16][C:17]([F:20])([F:19])[F:18])[CH:10]([CH2:14][CH3:15])[C:11]([OH:13])=O)=[CH:5][C:4]=1C(F)(F)F)#[N:2].[NH3:25]. (2) Given the product [O:19]1[C:23]2[CH:24]=[CH:25][C:26]([CH2:28][NH:29][CH2:31][CH2:32][N:14]3[CH2:15][CH2:16][CH2:17][CH:13]3[C:8]3[CH:9]=[C:10]([CH3:12])[N:11]=[C:6]([N:1]4[CH:5]=[CH:4][N:3]=[CH:2]4)[N:7]=3)=[CH:27][C:22]=2[O:21][CH2:20]1, predict the reactants needed to synthesize it. The reactants are: [N:1]1([C:6]2[N:11]=[C:10]([CH3:12])[CH:9]=[C:8]([CH:13]3[CH2:17][CH2:16][CH2:15][NH:14]3)[N:7]=2)[CH:5]=[CH:4][N:3]=[CH:2]1.Cl.[O:19]1[C:23]2[CH:24]=[CH:25][C:26]([CH2:28][N:29]([CH2:31][CH2:32]Cl)C)=[CH:27][C:22]=2[O:21][CH2:20]1.C(N(C(C)C)CC)(C)C.[I-].[K+].P([O-])([O-])([O-])=O.[K+].[K+].[K+]. (3) Given the product [Cl:1][C:2]1[N:7]=[C:6]([C:8]([NH2:21])=[O:10])[CH:5]=[CH:4][N:3]=1, predict the reactants needed to synthesize it. The reactants are: [Cl:1][C:2]1[N:7]=[C:6]([C:8]([O:10]C)=O)[CH:5]=[C:4](N[C@@H](C)C(OC)=O)[N:3]=1.CO.[NH3:21]. (4) Given the product [C:1]([C:5]1[CH:10]=[C:9]([N+:11]([O-:13])=[O:12])[C:8]([O:14][CH3:16])=[C:7]([CH3:15])[CH:6]=1)([CH3:4])([CH3:3])[CH3:2], predict the reactants needed to synthesize it. The reactants are: [C:1]([C:5]1[CH:10]=[C:9]([N+:11]([O-:13])=[O:12])[C:8]([OH:14])=[C:7]([CH3:15])[CH:6]=1)([CH3:4])([CH3:3])[CH3:2].[C:16]([O-])([O-])=O.[K+].[K+].CI. (5) Given the product [CH3:28][O:27][CH:26]([O:29][CH3:30])[CH2:25][CH2:24][N:13]1[CH:14]=[C:9]([C:6]2[CH:7]=[N:8][C:3]([CH3:2])=[CH:4][CH:5]=2)[C:10](=[O:16])[NH:11][C:12]1=[O:15], predict the reactants needed to synthesize it. The reactants are: Cl.[CH3:2][C:3]1[N:8]=[CH:7][C:6]([C:9]2[C:10](=[O:16])[NH:11][C:12](=[O:15])[NH:13][CH:14]=2)=[CH:5][CH:4]=1.C([O-])([O-])=O.[K+].[K+].Br[CH2:24][CH2:25][CH:26]([O:29][CH3:30])[O:27][CH3:28].O. (6) Given the product [C:10]1([S:16]([NH:19][C:20]([C:22]2[N:27]=[C:26]3[N:28]([CH2:32][C:33]4[CH:38]=[CH:37][C:36]([CH2:39][O:7][C:1]5[CH:6]=[CH:5][CH:4]=[CH:3][CH:2]=5)=[CH:35][C:34]=4[Cl:45])[C:29]([CH3:31])=[N:30][C:25]3=[CH:24][CH:23]=2)=[O:21])(=[O:17])=[O:18])[CH:15]=[CH:14][CH:13]=[CH:12][CH:11]=1, predict the reactants needed to synthesize it. The reactants are: [C:1]1([OH:7])[CH:6]=[CH:5][CH:4]=[CH:3][CH:2]=1.[H-].[Na+].[C:10]1([S:16]([NH:19][C:20]([C:22]2[N:27]=[C:26]3[N:28]([CH2:32][C:33]4[CH:38]=[CH:37][C:36]([CH2:39]OS(C)(=O)=O)=[CH:35][C:34]=4[Cl:45])[C:29]([CH3:31])=[N:30][C:25]3=[CH:24][CH:23]=2)=[O:21])(=[O:18])=[O:17])[CH:15]=[CH:14][CH:13]=[CH:12][CH:11]=1.Cl. (7) Given the product [C:1]([O:5][C:6]([N:8]1[CH2:13][CH2:12][CH:11]([C:14]2[CH:19]=[CH:18][C:17]([NH2:20])=[C:16]([C:34]3[CH2:35][CH2:36][C:31]([CH3:22])([CH3:37])[CH2:32][CH:33]=3)[N:15]=2)[CH2:10][CH2:9]1)=[O:7])([CH3:4])([CH3:3])[CH3:2], predict the reactants needed to synthesize it. The reactants are: [C:1]([O:5][C:6]([N:8]1[CH2:13][CH2:12][CH:11]([C:14]2[CH:19]=[CH:18][C:17]([NH2:20])=[C:16](Br)[N:15]=2)[CH2:10][CH2:9]1)=[O:7])([CH3:4])([CH3:3])[CH3:2].[CH3:22]CO.C([O-])([O-])=O.[Na+].[Na+].[C:31]1([CH3:37])[CH:36]=[CH:35][CH:34]=[CH:33][CH:32]=1. (8) Given the product [CH:43]1([NH:46][C:47]([NH:48][C:49]2[CH:54]=[CH:53][C:52]([C:24]3[N:29]=[C:28]([N:30]4[CH2:35][CH2:34][O:33][CH2:32][C@@H:31]4[CH3:36])[CH:27]=[C:26]([C:37]4[CH:42]=[CH:41][CH:40]=[CH:39][N:38]=4)[N:25]=3)=[CH:51][CH:50]=2)=[O:64])[CH2:45][CH2:44]1, predict the reactants needed to synthesize it. The reactants are: FC1C=C(C2N=C(SC)N=C(N3CCOC[C@@H]3C)C=2)C=NC=1.Cl[C:24]1[N:29]=[C:28]([N:30]2[CH2:35][CH2:34][O:33][CH2:32][C@@H:31]2[CH3:36])[CH:27]=[C:26]([C:37]2[CH:42]=[CH:41][CH:40]=[CH:39][N:38]=2)[N:25]=1.[CH:43]1([NH:46][C:47](=[O:64])[NH:48][C:49]2[CH:54]=[CH:53][C:52](B3OC(C)(C)C(C)(C)O3)=[CH:51][CH:50]=2)[CH2:45][CH2:44]1. (9) Given the product [Br:14][C:15]1[CH:16]=[CH:17][C:18]([Cl:24])=[C:19]([C:20]([C:7]2[CH:8]=[CH:9][C:4]([O:3][CH2:1][CH3:2])=[CH:5][CH:6]=2)=[O:21])[CH:23]=1, predict the reactants needed to synthesize it. The reactants are: [CH2:1]([O:3][C:4]1[CH:9]=[CH:8][CH:7]=[CH:6][CH:5]=1)[CH3:2].[Al+3].[Cl-].[Cl-].[Cl-].[Br:14][C:15]1[CH:16]=[CH:17][C:18]([Cl:24])=[C:19]([CH:23]=1)[C:20](Cl)=[O:21]. (10) Given the product [NH2:23][C:20]1[N:21]=[CH:22][C:17]([C:3]2[CH:4]=[CH:5][C:6]([C:25]3[CH:30]=[CH:29][CH:28]=[CH:27][C:26]=3[NH:31][S:32]([N:35]3[CH2:40][CH2:39][O:38][CH2:37][CH2:36]3)(=[O:34])=[O:33])=[CH:7][C:2]=2[F:1])=[N:18][CH:19]=1, predict the reactants needed to synthesize it. The reactants are: [F:1][C:2]1[CH:7]=[C:6](B2OC(C)(C)C(C)(C)O2)[CH:5]=[CH:4][C:3]=1[C:17]1[N:18]=[CH:19][C:20]([NH2:23])=[N:21][CH:22]=1.Br[C:25]1[CH:30]=[CH:29][CH:28]=[CH:27][C:26]=1[NH:31][S:32]([N:35]1[CH2:40][CH2:39][O:38][CH2:37][CH2:36]1)(=[O:34])=[O:33].